The task is: Predict the reaction yield, written as a fraction of the theoretical maximum amount of product (1.0 means a 100% yield; for example, 0.34 means a 34% yield).. This data is from Reaction yield outcomes from USPTO patents with 853,638 reactions. (1) The reactants are C(C1C=CC(C(NC2C=CC(C3C=C4C(CN([C@@H](C(C)C)C(O)=O)C4=O)=CC=3)=NC=2)=O)=CC=1)(C)(C)C.[CH:37]1[C:46]2[C:41](=[CH:42][CH:43]=[CH:44][CH:45]=2)[CH:40]=[CH:39][C:38]=1[C:47]([NH:49][C:50]1[CH:55]=[CH:54][C:53]([C:56]2[CH:64]=[C:63]3[C:59]([CH2:60][N:61]([C@@H:66]([CH:71]([CH3:73])[CH3:72])[C:67]([O:69]C)=[O:68])[C:62]3=[O:65])=[CH:58][CH:57]=2)=[C:52]([C:74]([F:77])([F:76])[F:75])[CH:51]=1)=[O:48]. No catalyst specified. The product is [CH:37]1[C:46]2[C:41](=[CH:42][CH:43]=[CH:44][CH:45]=2)[CH:40]=[CH:39][C:38]=1[C:47]([NH:49][C:50]1[CH:55]=[CH:54][C:53]([C:56]2[CH:64]=[C:63]3[C:59]([CH2:60][N:61]([C@@H:66]([CH:71]([CH3:72])[CH3:73])[C:67]([OH:69])=[O:68])[C:62]3=[O:65])=[CH:58][CH:57]=2)=[C:52]([C:74]([F:75])([F:76])[F:77])[CH:51]=1)=[O:48]. The yield is 0.850. (2) The reactants are [O:1]=[C:2]([CH3:10])[CH2:3][N:4]1[CH2:9][CH2:8][O:7][CH2:6][CH2:5]1.[CH3:11][Mg+].[Br-].Cl. The catalyst is C(OCC)C. The product is [OH:1][C:2]([CH3:11])([CH3:10])[CH2:3][N:4]1[CH2:9][CH2:8][O:7][CH2:6][CH2:5]1. The yield is 0.330. (3) The reactants are CCN=C=NCCCN(C)C.[CH:12]([C@H:15]1[CH2:19][O:18][C:17](=[O:20])[N:16]1[C:21]1[CH:26]=[CH:25][N:24]2[N:27]=[CH:28][C:29]([C:30]3[CH:38]=[CH:37][C:33]([C:34](O)=[O:35])=[CH:32][CH:31]=3)=[C:23]2[N:22]=1)([CH3:14])[CH3:13].C1C=CC2N(O)[N:46]=[N:45]C=2C=1.O.O.NN.C(N(CC)CC)C. The catalyst is CN(C=O)C.CCOC(C)=O. The product is [CH:12]([C@H:15]1[CH2:19][O:18][C:17](=[O:20])[N:16]1[C:21]1[CH:26]=[CH:25][N:24]2[N:27]=[CH:28][C:29]([C:30]3[CH:31]=[CH:32][C:33]([C:34]([NH:45][NH2:46])=[O:35])=[CH:37][CH:38]=3)=[C:23]2[N:22]=1)([CH3:14])[CH3:13]. The yield is 0.640. (4) The yield is 0.810. The product is [CH3:53][N:2]([CH3:1])[C:3](=[O:52])[C:4]1[CH:9]=[C:8]([NH:10][S:11]([CH3:14])(=[O:12])=[O:13])[CH:7]=[C:6]([C:15]2[C:23]3[C:22]([NH:24][C@H:25]([C:27]4[N:32]([C:33]5[CH:38]=[CH:37][CH:36]=[CH:35][CH:34]=5)[C:31](=[O:39])[C:30]5=[C:40]([CH3:43])[CH:41]=[CH:42][N:29]5[N:28]=4)[CH3:26])=[N:21][CH:20]=[N:19][C:18]=3[NH:17][CH:16]=2)[CH:5]=1. No catalyst specified. The reactants are [CH3:1][N:2]([CH3:53])[C:3](=[O:52])[C:4]1[CH:9]=[C:8]([NH:10][S:11]([CH3:14])(=[O:13])=[O:12])[CH:7]=[C:6]([C:15]2[C:23]3[C:22]([NH:24][C@H:25]([C:27]4[N:32]([C:33]5[CH:38]=[CH:37][CH:36]=[CH:35][CH:34]=5)[C:31](=[O:39])[C:30]5=[C:40]([CH3:43])[CH:41]=[CH:42][N:29]5[N:28]=4)[CH3:26])=[N:21][CH:20]=[N:19][C:18]=3[N:17](COCC[Si](C)(C)C)[CH:16]=2)[CH:5]=1.FC(F)(F)C(O)=O.N. (5) The reactants are [Cl:1][C:2]1[N:7]=[C:6]([C:8]2[NH:9][C:10]3[C:15]([CH:16]=2)=[C:14]([F:17])[CH:13]=[CH:12][CH:11]=3)[C:5]([OH:18])=[CH:4][CH:3]=1.[C:19]([O-])([O-])=O.[Cs+].[Cs+].ClCI. The catalyst is CN(C=O)C. The product is [Cl:1][C:2]1[CH:3]=[CH:4][C:5]2[O:18][CH2:19][N:9]3[C:10]4[CH:11]=[CH:12][CH:13]=[C:14]([F:17])[C:15]=4[CH:16]=[C:8]3[C:6]=2[N:7]=1. The yield is 0.861. (6) The reactants are [C:1]([O:4][C@@H:5]1[C@@H:18]([O:19][C:20](=[O:22])[CH3:21])[C@H:17]([O:23][C:24](=[O:26])[CH3:25])[CH2:16][S:15][C@H:6]1[O:7][C:8]1[CH:13]=[CH:12][CH:11]=[C:10](Br)[CH:9]=1)(=[O:3])[CH3:2].[F:27][C:28]1[CH:33]=[C:32](B(O)O)[CH:31]=[CH:30][N:29]=1. No catalyst specified. The product is [C:1]([O:4][C@@H:5]1[C@@H:18]([O:19][C:20](=[O:22])[CH3:21])[C@H:17]([O:23][C:24](=[O:26])[CH3:25])[CH2:16][S:15][C@H:6]1[O:7][C:8]1[CH:13]=[CH:12][CH:11]=[C:10]([C:32]2[CH:31]=[CH:30][N:29]=[C:28]([F:27])[CH:33]=2)[CH:9]=1)(=[O:3])[CH3:2]. The yield is 0.520. (7) The reactants are [CH2:1]([O:4][C:5]([C:7]1[O:14][C:13]2[C:12]([NH2:15])=[N:11][N:10]([C:16]([O:18][CH2:19][CH3:20])=[O:17])[C:9]=2[CH:8]=1)=[O:6])[CH2:2][CH3:3].C(N(C(C)C)CC)(C)C.[N+:30]([C:33]1[CH:41]=[CH:40][CH:39]=[CH:38][C:34]=1[C:35](Cl)=[O:36])([O-:32])=[O:31]. The catalyst is O1CCCC1. The product is [CH2:1]([O:4][C:5]([C:7]1[O:14][C:13]2[C:12]([NH:15][C:35](=[O:36])[C:34]3[CH:38]=[CH:39][CH:40]=[CH:41][C:33]=3[N+:30]([O-:32])=[O:31])=[N:11][N:10]([C:16]([O:18][CH2:19][CH3:20])=[O:17])[C:9]=2[CH:8]=1)=[O:6])[CH2:2][CH3:3]. The yield is 0.690. (8) The reactants are [BH4-].[Na+].[Br:3][CH2:4][C:5]([C:7]1[CH:8]=[N:9][CH:10]=[CH:11][CH:12]=1)=[O:6].C(OCC)(=O)C. The catalyst is CO. The product is [Br:3][CH2:4][CH:5]([C:7]1[CH:8]=[N:9][CH:10]=[CH:11][CH:12]=1)[OH:6]. The yield is 0.980. (9) The reactants are [CH3:1][N:2]1[CH:6]=[CH:5][N:4]=[C:3]1[S:7]([N:10]1[CH2:14][CH2:13][CH2:12][C@H:11]1[C:15]([O:17]C)=[O:16])(=[O:9])=[O:8]. The catalyst is Cl.O1CCOCC1. The product is [CH3:1][N:2]1[CH:6]=[CH:5][N:4]=[C:3]1[S:7]([N:10]1[CH2:14][CH2:13][CH2:12][C@H:11]1[C:15]([OH:17])=[O:16])(=[O:8])=[O:9]. The yield is 0.840. (10) The reactants are [Cl:1][C:2]1[CH:3]=[CH:4][C:5]2[C:9]([CH:10]=1)=[N:8][N:7]1[C:11](=[O:28])[CH:12]=[C:13]([CH:15]3[CH2:20][CH2:19][N:18](C(OC(C)(C)C)=O)[CH2:17][CH2:16]3)[NH:14][C:6]=21. The catalyst is Cl.O1CCOCC1. The product is [ClH:1].[Cl:1][C:2]1[CH:3]=[CH:4][C:5]2[C:9]([CH:10]=1)=[N:8][N:14]1[C:13]([CH:15]3[CH2:20][CH2:19][NH:18][CH2:17][CH2:16]3)=[CH:12][C:11](=[O:28])[NH:7][C:6]=21. The yield is 1.00.